Dataset: Full USPTO retrosynthesis dataset with 1.9M reactions from patents (1976-2016). Task: Predict the reactants needed to synthesize the given product. (1) Given the product [CH:3]1([CH2:6][CH2:7][O:8][C:10]2[CH:15]=[CH:14][C:13]([N+:16]([O-:18])=[O:17])=[CH:12][CH:11]=2)[CH2:5][CH2:4]1, predict the reactants needed to synthesize it. The reactants are: [H-].[Na+].[CH:3]1([CH2:6][CH2:7][OH:8])[CH2:5][CH2:4]1.F[C:10]1[CH:15]=[CH:14][C:13]([N+:16]([O-:18])=[O:17])=[CH:12][CH:11]=1. (2) Given the product [F:10][C:7]([F:8])([F:9])[C:6]([N:15]([CH3:14])[C:16]1[CH:17]=[N:18][O:19][C:20]=1[CH3:21])=[O:11], predict the reactants needed to synthesize it. The reactants are: [F:8][C:7]([F:10])([F:9])[C:6](O[C:6](=[O:11])[C:7]([F:10])([F:9])[F:8])=[O:11].[CH3:14][NH:15][C:16]1[CH:17]=[N:18][O:19][C:20]=1[CH3:21].N1C=CC=CC=1. (3) Given the product [C:17]([NH:16][C:8]1[C:9]([CH3:15])=[N:10][C:11]2[C:6]([N:7]=1)=[C:5]([C:3](=[O:4])[CH2:2][CH:25]([C:24]([CH:21]1[CH2:23][CH2:22]1)=[O:30])[C:26]([O:28][CH3:29])=[O:27])[CH:14]=[CH:13][CH:12]=2)([CH3:20])([CH3:19])[CH3:18], predict the reactants needed to synthesize it. The reactants are: Br[CH2:2][C:3]([C:5]1[CH:14]=[CH:13][CH:12]=[C:11]2[C:6]=1[N:7]=[C:8]([NH:16][C:17]([CH3:20])([CH3:19])[CH3:18])[C:9]([CH3:15])=[N:10]2)=[O:4].[CH:21]1([C:24](=[O:30])[CH2:25][C:26]([O:28][CH3:29])=[O:27])[CH2:23][CH2:22]1.C([O-])([O-])=O.[K+].[K+].Cl. (4) Given the product [Cl:5][CH2:4][CH2:3][CH2:2][N:16]1[CH2:17][CH2:18][CH2:19][N:13]([CH3:12])[CH2:14][CH2:15]1, predict the reactants needed to synthesize it. The reactants are: Br[CH2:2][CH2:3][CH2:4][Cl:5].C1CCCCC1.[CH3:12][N:13]1[CH2:19][CH2:18][CH2:17][NH:16][CH2:15][CH2:14]1. (5) Given the product [CH2:23]([NH:30][C:10]1[C:9]2[C:4](=[CH:5][CH:6]=[CH:7][CH:8]=2)[N:3]=[C:2]([Cl:1])[C:11]=1[N+:12]([O-:14])=[O:13])[C:24]1[CH:29]=[CH:28][CH:27]=[CH:26][CH:25]=1, predict the reactants needed to synthesize it. The reactants are: [Cl:1][C:2]1[C:11]([N+:12]([O-:14])=[O:13])=[C:10](Cl)[C:9]2[C:4](=[CH:5][CH:6]=[CH:7][CH:8]=2)[N:3]=1.C(N(CC)CC)C.[CH2:23]([NH2:30])[C:24]1[CH:29]=[CH:28][CH:27]=[CH:26][CH:25]=1.O.